The task is: Predict the reaction yield, written as a fraction of the theoretical maximum amount of product (1.0 means a 100% yield; for example, 0.34 means a 34% yield).. This data is from Reaction yield outcomes from USPTO patents with 853,638 reactions. The reactants are [CH2:1]1[CH:6]2[CH2:7][C:8]3([NH2:11])[CH2:10][CH:4]([CH2:5]2)[CH2:3][CH:2]1[CH2:9]3.Cl[CH2:13][C:14]1[N:18]=[C:17]([C:19]2[O:20][CH:21]=[CH:22][CH:23]=2)[O:16][N:15]=1. No catalyst specified. The product is [O:20]1[CH:21]=[CH:22][CH:23]=[C:19]1[C:17]1[O:16][N:15]=[C:14]([CH2:13][NH:11][C:8]23[CH2:10][CH:4]4[CH2:5][CH:6]([CH2:1][CH:2]([CH2:3]4)[CH2:9]2)[CH2:7]3)[N:18]=1. The yield is 0.810.